This data is from Experimentally validated miRNA-target interactions with 360,000+ pairs, plus equal number of negative samples. The task is: Binary Classification. Given a miRNA mature sequence and a target amino acid sequence, predict their likelihood of interaction. (1) The miRNA is cel-miR-259-5p with sequence AAAUCUCAUCCUAAUCUGGUAGCA. The protein sequence of the target gene is MESTPSRGLNRVHLQCRNLQEFLGGLSPGVLDRLYGHPATCLAVFRELPSLAKNWVMRMLFLEQPLPQAAVALWVKKEFSKAQEESTGLLSGLRIWHTQLLPGGLQGLILNPIFRQNLRIALLGGGKAWSDDTSQLGPDKHARDVPSLDKYAEERWEVVLHFMVGSPSAAVSQDLAQLLSQAGLMKSTEPGEPPCITSAGFQFLLLDTPAQLWYFMLQYLQTAQSRGMDLVEILSFLFQLSFSTLGKDYSVEGMSDSLLNFLQHLREFGLVFQRKRKSRRYYPTRLAINLSSGVSGAGGT.... Result: 0 (no interaction). (2) The miRNA is hsa-miR-511-3p with sequence AAUGUGUAGCAAAAGACAGA. The protein sequence of the target gene is MQFVSWATLLTLLVRDLAEMGSPDAAAAVRKDRLHPRQVKLLETLSEYEIVSPIRVNALGEPFPTNVHFKRTRRSINSATDPWPAFASSSSSSTSSQAHYRLSAFGQQFLFNLTANAGFIAPLFTVTLLGTPGVNQTKFYSEEEAELKHCFYKGYVNTNSEHTAVISLCSGMLGTFRSHDGDYFIEPLQSMDEQEDEEEQNKPHIIYRRSAPQREPSTGRHACDTSEHKNRHSKDKKKTRARKWGERINLAGDVAALNSGLATEAFSAYGNKTDNTREKRTHRRTKRFLSYPRFVEVLVV.... Result: 1 (interaction). (3) The miRNA is hsa-miR-4659b-5p with sequence UUGCCAUGUCUAAGAAGAA. The protein sequence of the target gene is MSASSSGGSPRFPSCGKNGVTSLTQKKVLRAPCGAPSVTVTKSHKRGMKGDTVNVRRSVRVKTKVPWMPPGKSSARPVGCKWENPPHCLEITPPSSEKLVSVMRLSDLSTEDDDSGHCKMNRYDKKIDSLMNAVGCLKSEVKMQKGERQMAKRFLEERKEELEEVAHELAETEHENTVLRHNIERMKEEKDFTILQKKHLQQEKECLMSKLVEAEMDGAAAAKQVMALKDTIGKLKTEKQMTCTDINTLTRQKELLLQKLSTFEETNRTLRDLLREQHCKEDSERLMEQQGALLKRLAEA.... Result: 0 (no interaction). (4) The miRNA is hsa-miR-4723-3p with sequence CCCUCUCUGGCUCCUCCCCAAA. The protein sequence of the target gene is MDTSGHFHDSGVGDLDEDPKCPCPSSGDEQQQQQQQQQQQQPPPPAPPAAPQQPLGPSLQPQPPQLQQQQQQQQQQQQQQPPHPLSQLAQLQSQPVHPGLLHSSPTAFRAPPSSNSTAILHPSSRQGSQLNLNDHLLGHSPSSTATSGPGGGSRHRQASPLVHRRDSNPFTEIAMSSCKYSGGVMKPLSRLSASRRNLIEAETEGQPLQLFSPSNPPEIVISSREDNHAHQTLLHHPNATHNHQHAGTTASSTTFPKANKRKNQNIGYKLGHRRALFEKRKRLSDYALIFGMFGIVVMVI.... Result: 1 (interaction). (5) The miRNA is hsa-miR-4743-3p with sequence UUUCUGUCUUUUCUGGUCCAG. Result: 1 (interaction). The protein sequence of the target gene is MSVATGSSETAGGASGGGARVFFQSPRGGAGGSPGSSSGSGSSREDSAPVATAAAAGQVQQQQQRRHQQGKVTVKYDRKELRKRLVLEEWIVEQLGQLYGCEEEEMPEVEIDIDDLLDADSDEERASKLQEALVDCYKPTEEFIKELLSRIRGMRKLSPPQKKSV. (6) The miRNA is hsa-miR-4291 with sequence UUCAGCAGGAACAGCU. The protein sequence of the target gene is MELCGLGLPRPPMLLALLLATLLAAMLALLTQVALVVQVAEAARAPSVSAKPGPALWPLPLSVKMTPNLLHLAPENFYISHSPNSTAGPSCTLLEEAFRRYHGYIFGFYKWHHEPAEFQAKTQVQQLLVSITLQSECDAFPNISSDESYTLLVKEPVAVLKANRVWGALRGLETFSQLVYQDSYGTFTINESTIIDSPRFSHRGILIDTSRHYLPVKIILKTLDAMAFNKFNVLHWHIVDDQSFPYQSITFPELSNKGSYSLSHVYTPNDVRMVIEYARLRGIRVLPEFDTPGHTLSWGK.... Result: 0 (no interaction).